Task: Predict the reaction yield, written as a fraction of the theoretical maximum amount of product (1.0 means a 100% yield; for example, 0.34 means a 34% yield).. Dataset: Reaction yield outcomes from USPTO patents with 853,638 reactions (1) The reactants are [O:1]1[C:5]2[CH:6]=[CH:7][C:8]([C:10]3([C:13]([NH:15][C:16]4[CH:17]=[C:18]5[C:22](=[CH:23][C:24]=4[F:25])[NH:21][CH:20]([C:26]([CH3:29])([CH3:28])[CH3:27])[CH2:19]5)=[O:14])[CH2:12][CH2:11]3)=[CH:9][C:4]=2[O:3][CH2:2]1.[CH2:30]([O:37]CCC=O)[C:31]1C=CC=C[CH:32]=1.[BH-](OC(C)=O)(OC(C)=O)OC(C)=O.[Na+]. The catalyst is ClCCl. The product is [O:1]1[C:5]2[CH:6]=[CH:7][C:8]([C:10]3([C:13]([NH:15][C:16]4[CH:17]=[C:18]5[C:22](=[CH:23][C:24]=4[F:25])[N:21]([CH2:32][CH2:31][CH2:30][OH:37])[C:20]([C:26]([CH3:29])([CH3:28])[CH3:27])=[CH:19]5)=[O:14])[CH2:12][CH2:11]3)=[CH:9][C:4]=2[O:3][CH2:2]1. The yield is 0.0800. (2) The reactants are [CH3:1][CH2:2][N:3]([CH2:6][CH2:7][NH:8][C:9]([C:11]1[C:12]([CH3:29])=[C:13](/[CH:17]=[C:18]2/[C:19]3[CH:20]=[C:21]([F:28])[CH:22]=[CH:23][C:24]=3[NH:25][C:26]/2=[O:27])[NH:14][C:15]=1[CH3:16])=[O:10])[CH2:4][CH3:5].[C:30]([OH:37])(=[O:36])/[CH:31]=[CH:32]\[C:33]([OH:35])=[O:34]. The catalyst is CO.ClCCl. The product is [CH3:1][CH2:2][N:3]([CH2:6][CH2:7][NH:8][C:9]([C:11]1[C:12]([CH3:29])=[C:13](/[CH:17]=[C:18]2/[C:19]3[CH:20]=[C:21]([F:28])[CH:22]=[CH:23][C:24]=3[NH:25][C:26]/2=[O:27])[NH:14][C:15]=1[CH3:16])=[O:10])[CH2:4][CH3:5].[CH2:31]([C:30]([OH:37])=[O:36])[C@H:32]([OH:10])[C:33]([OH:35])=[O:34]. The yield is 0.890. (3) The reactants are C(OC([NH:8][CH:9]1[C:18]2[C:13](=[CH:14][CH:15]=[C:16]([NH:19][C:20]([C:22]3[C:31](=[O:32])[C:30]4[C:25](=[CH:26][CH:27]=[CH:28][CH:29]=4)[NH:24][CH:23]=3)=[O:21])[CH:17]=2)[CH2:12][CH2:11][CH2:10]1)=O)(C)(C)C.C(O)(C(F)(F)F)=O. The catalyst is ClCCl. The product is [NH2:8][CH:9]1[C:18]2[C:13](=[CH:14][CH:15]=[C:16]([NH:19][C:20]([C:22]3[C:31](=[O:32])[C:30]4[C:25](=[CH:26][CH:27]=[CH:28][CH:29]=4)[NH:24][CH:23]=3)=[O:21])[CH:17]=2)[CH2:12][CH2:11][CH2:10]1. The yield is 0.930. (4) The reactants are CCCCCC.C([Li])CCC.[CH2:12]([O:19][C:20]1[CH:25]=[CH:24][C:23]([F:26])=[CH:22][C:21]=1Br)[C:13]1[CH:18]=[CH:17][CH:16]=[CH:15][CH:14]=1.[CH3:28][O:29][C:30]1[CH:37]=[CH:36][C:33]([CH:34]=[O:35])=[CH:32][CH:31]=1.[Cl-].[NH4+]. The catalyst is C1COCC1. The product is [CH2:12]([O:19][C:20]1[CH:25]=[CH:24][C:23]([F:26])=[CH:22][C:21]=1[CH:34]([C:33]1[CH:36]=[CH:37][C:30]([O:29][CH3:28])=[CH:31][CH:32]=1)[OH:35])[C:13]1[CH:18]=[CH:17][CH:16]=[CH:15][CH:14]=1. The yield is 0.660. (5) The reactants are [CH:1]([C@@H:3]1[CH2:7][CH2:6][CH2:5][N:4]1[C:8]([C@@H:10]([CH2:19][CH:20]=[CH2:21])[CH2:11][C:12]([O:14][C:15]([CH3:18])([CH3:17])[CH3:16])=[O:13])=[O:9])=[O:2].[CH3:22][Mg]Br. The catalyst is C(OCC)C.C(OCC)(=O)C. The product is [OH:2][C@H:1]([C@@H:3]1[CH2:7][CH2:6][CH2:5][N:4]1[C:8]([C@@H:10]([CH2:19][CH:20]=[CH2:21])[CH2:11][C:12]([O:14][C:15]([CH3:16])([CH3:17])[CH3:18])=[O:13])=[O:9])[CH3:22]. The yield is 0.550.